From a dataset of Forward reaction prediction with 1.9M reactions from USPTO patents (1976-2016). Predict the product of the given reaction. Given the reactants [C:1]([O:5][C:6]([NH:8][C:9]12[CH2:16][CH2:15][C:12]([C:17]([OH:19])=O)([CH2:13][CH2:14]1)[CH2:11][CH2:10]2)=[O:7])([CH3:4])([CH3:3])[CH3:2].[NH2:20][C:21]1[CH:26]=[CH:25][C:24]([Cl:27])=[CH:23][C:22]=1[C:28]([F:31])([F:30])[F:29], predict the reaction product. The product is: [C:1]([O:5][C:6]([NH:8][C:9]12[CH2:10][CH2:11][C:12]([C:17]([NH:20][C:21]3[CH:26]=[CH:25][C:24]([Cl:27])=[CH:23][C:22]=3[C:28]([F:31])([F:29])[F:30])=[O:19])([CH2:15][CH2:16]1)[CH2:13][CH2:14]2)=[O:7])([CH3:2])([CH3:3])[CH3:4].